From a dataset of Forward reaction prediction with 1.9M reactions from USPTO patents (1976-2016). Predict the product of the given reaction. (1) The product is: [C:24]1(=[C:8]([C:5]2[CH:4]=[CH:3][C:2]([OH:1])=[CH:7][CH:6]=2)[C:9]2[CH:14]=[CH:13][C:12](/[CH:15]=[CH:16]/[C:17]([O:19][C:20]([CH3:21])([CH3:23])[CH3:22])=[O:18])=[CH:11][CH:10]=2)[CH2:29][CH2:28][CH2:35][CH2:30][CH2:31][CH2:26][CH2:25]1. Given the reactants [OH:1][C:2]1[CH:7]=[CH:6][C:5]([C:8](=[C:24]2[CH2:29][CH2:28]O[CH2:26][CH2:25]2)[C:9]2[CH:14]=[CH:13][C:12](/[CH:15]=[CH:16]/[C:17]([O:19][C:20]([CH3:23])([CH3:22])[CH3:21])=[O:18])=[CH:11][CH:10]=2)=[CH:4][CH:3]=1.[C:30]1(O)[CH:35]=CC=C[CH:31]=1.C(OC(C)(C)C)(=O)C=C.CC1C=CC=CC=1P(C1C=CC=CC=1C)C1C=CC=CC=1C.CCN(CC)CC, predict the reaction product. (2) Given the reactants [NH2:1][C:2]1[CH:10]=[C:9]([F:11])[CH:8]=[CH:7][C:3]=1[C:4]([OH:6])=[O:5].[C:12](Cl)(Cl)=[O:13], predict the reaction product. The product is: [F:11][C:9]1[CH:10]=[C:2]2[NH:1][C:12](=[O:13])[O:6][C:4](=[O:5])[C:3]2=[CH:7][CH:8]=1. (3) Given the reactants Cl.Cl.[OH:3][CH:4]([C:17]1[C:26]2[C:21](=[CH:22][CH:23]=[C:24]([O:27][CH3:28])[CH:25]=2)[N:20]=[CH:19][C:18]=1[F:29])[CH2:5][CH2:6][CH:7]1[CH2:12][CH2:11][NH:10][CH2:9][CH:8]1[C:13]([O:15][CH3:16])=[O:14].Br[CH2:31][CH2:32][S:33][C:34]1[S:35][CH:36]=[CH:37][CH:38]=1.C(=O)([O-])[O-].[K+].[K+].[I-].[K+], predict the reaction product. The product is: [OH:3][CH:4]([C:17]1[C:26]2[C:21](=[CH:22][CH:23]=[C:24]([O:27][CH3:28])[CH:25]=2)[N:20]=[CH:19][C:18]=1[F:29])[CH2:5][CH2:6][CH:7]1[CH2:12][CH2:11][N:10]([CH2:31][CH2:32][S:33][C:34]2[S:35][CH:36]=[CH:37][CH:38]=2)[CH2:9][CH:8]1[C:13]([O:15][CH3:16])=[O:14]. (4) The product is: [Br:1][C:2]1[CH:7]=[CH:6][C:5]([CH:30]=[O:31])=[CH:4][C:3]=1[O:9][CH3:10]. Given the reactants [Br:1][C:2]1[CH:7]=[CH:6][C:5](I)=[CH:4][C:3]=1[O:9][CH3:10].N1C2C(=CC=C3C=2N=CC=C3)C=CC=1.[Li]CCCC.[CH:30](N1CCCCC1)=[O:31], predict the reaction product. (5) The product is: [Cl:1][C:2]1[CH:3]=[CH:4][C:5]([C:42]([O:43][CH3:30])=[O:45])=[C:6]2[C:10]=1[N:9]=[C:8]1[N:11]([C:12]3[CH:17]=[CH:16][C:15]([O:18][CH3:19])=[CH:14][C:13]=3[Cl:20])[CH2:24][CH2:23][CH2:22][CH2:21][N:7]21. Given the reactants [Cl:1][C:2]1[C:10]2[N:9]=[C:8]([NH:11][C:12]3[CH:17]=[CH:16][C:15]([O:18][CH3:19])=[CH:14][C:13]=3[Cl:20])[N:7]([CH2:21][CH2:22][CH2:23][CH2:24]O)[C:6]=2[C:5](C(OC)=O)=[CH:4][CH:3]=1.[CH2:30](N(CC)CC)C.CS(Cl)(=O)=O.[C:42](=[O:45])([O-])[O-:43].[K+].[K+], predict the reaction product. (6) Given the reactants C([O:3][C:4]([C:6]1[C:7]2[C:15]([CH3:16])=[N:14][N:13]([CH:17]3[CH2:22][CH2:21][CH2:20][CH2:19][O:18]3)[C:8]=2[N:9]=[C:10](Br)[CH:11]=1)=[O:5])C.[CH2:23]([O:30][C:31]1[CH:36]=[CH:35][C:34](B(O)O)=[CH:33][CH:32]=1)[C:24]1[CH:29]=[CH:28][CH:27]=[CH:26][CH:25]=1, predict the reaction product. The product is: [CH2:23]([O:30][C:31]1[CH:36]=[CH:35][C:34]([C:10]2[CH:11]=[C:6]([C:4]([OH:3])=[O:5])[C:7]3[C:15]([CH3:16])=[N:14][N:13]([CH:17]4[CH2:22][CH2:21][CH2:20][CH2:19][O:18]4)[C:8]=3[N:9]=2)=[CH:33][CH:32]=1)[C:24]1[CH:29]=[CH:28][CH:27]=[CH:26][CH:25]=1. (7) Given the reactants [N+:1]([C:4]1[CH:5]=[CH:6][C:7](OC2C=C3C(=CC=2)OC(C2C=CC=CC=2)CC3)=[N:8][CH:9]=1)([O-:3])=[O:2].[CH3:27][O:28][C:29]1[CH:34]=[CH:33][CH:32]=[CH:31][C:30]=1[CH:35]1[CH2:44][CH:43]([OH:45])[C:42]2[C:37](=[CH:38][CH:39]=[C:40]([OH:46])[CH:41]=2)[O:36]1, predict the reaction product. The product is: [CH3:27][O:28][C:29]1[CH:34]=[CH:33][CH:32]=[CH:31][C:30]=1[CH:35]1[CH2:44][CH:43]([OH:45])[C:42]2[C:37](=[CH:38][CH:39]=[C:40]([O:46][C:7]3[CH:6]=[CH:5][C:4]([N+:1]([O-:3])=[O:2])=[CH:9][N:8]=3)[CH:41]=2)[O:36]1.